From a dataset of Full USPTO retrosynthesis dataset with 1.9M reactions from patents (1976-2016). Predict the reactants needed to synthesize the given product. (1) Given the product [N:13]1[CH:14]=[CH:15][CH:16]=[CH:17][C:12]=1[C:10]([NH:9][C:6]1[CH:5]=[CH:4][C:3]([O:2][C:20](=[O:21])[N:19]([CH3:18])[C:23]2[CH:28]=[CH:27][CH:26]=[CH:25][CH:24]=2)=[N:8][CH:7]=1)=[O:11], predict the reactants needed to synthesize it. The reactants are: Cl.[OH:2][C:3]1[N:8]=[CH:7][C:6]([NH:9][C:10]([C:12]2[CH:17]=[CH:16][CH:15]=[CH:14][N:13]=2)=[O:11])=[CH:5][CH:4]=1.[CH3:18][N:19]([C:23]1[CH:28]=[CH:27][CH:26]=[CH:25][CH:24]=1)[C:20](Cl)=[O:21].N12CCN(CC1)CC2.O. (2) Given the product [NH2:1][C:2]1[C:7]2=[C:8]([C:37]3[CH:38]=[CH:39][C:40]4[C:35]([CH:36]=3)=[N:34][N:33]([CH2:26][C:27]3[CH:32]=[CH:31][CH:30]=[CH:29][CH:28]=3)[CH:41]=4)[CH:9]=[C:10]([C:11](=[O:19])[CH2:12][N:13]3[CH2:18][CH2:17][O:16][CH2:15][CH2:14]3)[N:6]2[N:5]=[CH:4][N:3]=1, predict the reactants needed to synthesize it. The reactants are: [NH2:1][C:2]1[C:7]2=[C:8](Br)[CH:9]=[C:10]([C:11](=[O:19])[CH2:12][N:13]3[CH2:18][CH2:17][O:16][CH2:15][CH2:14]3)[N:6]2[N:5]=[CH:4][N:3]=1.CN(C=O)C.[CH2:26]([N:33]1[CH:41]=[C:40]2[C:35]([CH:36]=[C:37](B3OC(C)(C)C(C)(C)O3)[CH:38]=[CH:39]2)=[N:34]1)[C:27]1[CH:32]=[CH:31][CH:30]=[CH:29][CH:28]=1.C([O-])([O-])=O.[K+].[K+]. (3) Given the product [Br:1][C:2]1[CH:3]=[CH:4][C:5]2[N:9]=[C:8]([Cl:10])[N:7]([C:11]3[N:12]=[C:13]([CH3:18])[N:14]=[C:15]([NH:25][CH3:24])[N:16]=3)[C:6]=2[CH:19]=1.[Br:20][C:21]1[CH:38]=[CH:37][C:24]2[N:25]([C:29]3[N:30]=[C:31]([CH3:36])[N:32]=[C:33]([NH:7][CH3:6])[N:34]=3)[C:26]([Cl:28])=[N:27][C:23]=2[CH:22]=1, predict the reactants needed to synthesize it. The reactants are: [Br:1][C:2]1[CH:3]=[CH:4][C:5]2[N:9]=[C:8]([Cl:10])[N:7]([C:11]3[N:16]=[C:15](Cl)[N:14]=[C:13]([CH3:18])[N:12]=3)[C:6]=2[CH:19]=1.[Br:20][C:21]1[CH:38]=[CH:37][C:24]2[N:25]([C:29]3[N:34]=[C:33](Cl)[N:32]=[C:31]([CH3:36])[N:30]=3)[C:26]([Cl:28])=[N:27][C:23]=2[CH:22]=1.CN.C1COCC1. (4) Given the product [CH3:1][N:2]([C:3]1[CH:8]=[CH:7][C:6]([N+:9]([O-:11])=[O:10])=[C:5]([N:12]2[CH2:17][CH2:16][CH2:15][CH2:14][CH2:13]2)[CH:4]=1)[S:25]([CH3:28])(=[O:27])=[O:26], predict the reactants needed to synthesize it. The reactants are: [CH3:1][NH:2][C:3]1[CH:8]=[CH:7][C:6]([N+:9]([O-:11])=[O:10])=[C:5]([N:12]2[CH2:17][CH2:16][CH2:15][CH2:14][CH2:13]2)[CH:4]=1.C(N(CC)CC)C.[S:25](Cl)([CH3:28])(=[O:27])=[O:26]. (5) The reactants are: [CH3:1][N:2]([CH3:6])[CH2:3][CH2:4][OH:5].[H-].[Na+].F[C:10]1[N:15]2[CH:16]=[C:17]([CH2:19][N:20]([CH3:31])[C@@H:21]3[C:30]4[N:29]=[CH:28][CH:27]=[CH:26][C:25]=4[CH2:24][CH2:23][CH2:22]3)[N:18]=[C:14]2[CH:13]=[CH:12][CH:11]=1. Given the product [CH3:1][N:2]([CH3:6])[CH2:3][CH2:4][O:5][C:10]1[N:15]2[CH:16]=[C:17]([CH2:19][N:20]([CH3:31])[C@@H:21]3[C:30]4[N:29]=[CH:28][CH:27]=[CH:26][C:25]=4[CH2:24][CH2:23][CH2:22]3)[N:18]=[C:14]2[CH:13]=[CH:12][CH:11]=1, predict the reactants needed to synthesize it. (6) Given the product [NH:1]1[C:5]2[CH:6]=[CH:7][CH:8]=[CH:9][C:4]=2[N:3]=[C:2]1[C:10]([C:12]1[CH:17]=[CH:16][C:15]([O:18][C:19]2[C:24]([N:26]3[CH2:31][CH2:30][O:29][CH2:28][CH2:27]3)=[N:23][CH:22]=[CH:21][N:20]=2)=[CH:14][CH:13]=1)=[O:11], predict the reactants needed to synthesize it. The reactants are: [NH:1]1[C:5]2[CH:6]=[CH:7][CH:8]=[CH:9][C:4]=2[N:3]=[C:2]1[C:10]([C:12]1[CH:17]=[CH:16][C:15]([O:18][C:19]2[C:24](Cl)=[N:23][CH:22]=[CH:21][N:20]=2)=[CH:14][CH:13]=1)=[O:11].[NH:26]1[CH2:31][CH2:30][O:29][CH2:28][CH2:27]1. (7) Given the product [S:1]1[CH:5]=[CH:4][CH:3]=[C:2]1[S:6][C:14]1[CH:21]=[CH:20][CH:19]=[CH:18][C:15]=1[CH:16]=[O:17], predict the reactants needed to synthesize it. The reactants are: [S:1]1[CH:5]=[CH:4][CH:3]=[C:2]1[SH:6].C(=O)([O-])[O-].[K+].[K+].F[C:14]1[CH:21]=[CH:20][CH:19]=[CH:18][C:15]=1[CH:16]=[O:17]. (8) Given the product [CH3:1][C:2]1[O:6][C:5]([C:7]2[CH:8]=[CH:9][CH:10]=[CH:11][CH:12]=2)=[N:4][C:3]=1[CH2:13][CH2:14][O:15][C:16]1[N:21]=[CH:20][C:19]([CH2:22][O:23][C:24]2[CH:29]=[CH:28][CH:27]=[CH:26][C:25]=2[CH2:30][C:31]([OH:33])=[O:32])=[CH:18][CH:17]=1, predict the reactants needed to synthesize it. The reactants are: [CH3:1][C:2]1[O:6][C:5]([C:7]2[CH:12]=[CH:11][CH:10]=[CH:9][CH:8]=2)=[N:4][C:3]=1[CH2:13][CH2:14][O:15][C:16]1[N:21]=[CH:20][C:19]([CH2:22][O:23][C:24]2[CH:29]=[CH:28][CH:27]=[CH:26][C:25]=2[CH2:30][C:31]([O:33]C)=[O:32])=[CH:18][CH:17]=1.O1CCCC1.[OH-].[Na+].Cl. (9) The reactants are: [NH2:1][C:2]1[N:6]([C:7]2[CH:12]=[C:11]([N+:13]([O-:15])=[O:14])[CH:10]=[CH:9][C:8]=2[CH:16]=O)[N:5]=[C:4]([C:18]2[CH:23]=[CH:22][C:21]([O:24][C:25]3[CH:30]=[CH:29][CH:28]=[CH:27][CH:26]=3)=[CH:20][CH:19]=2)[C:3]=1[C:31]([NH2:33])=[O:32]. Given the product [N+:13]([C:11]1[CH:12]=[C:7]2[C:8]([CH:16]=[N:1][C:2]3[N:6]2[N:5]=[C:4]([C:18]2[CH:19]=[CH:20][C:21]([O:24][C:25]4[CH:26]=[CH:27][CH:28]=[CH:29][CH:30]=4)=[CH:22][CH:23]=2)[C:3]=3[C:31]([NH2:33])=[O:32])=[CH:9][CH:10]=1)([O-:15])=[O:14], predict the reactants needed to synthesize it.